Predict the product of the given reaction. From a dataset of Forward reaction prediction with 1.9M reactions from USPTO patents (1976-2016). (1) Given the reactants [N:1]1([C:6]2[CH:11]=[C:10]([N:12]3[CH2:17][CH2:16][N:15]([C:18](=[O:20])[CH3:19])[CH2:14][CH2:13]3)[CH:9]=[CH:8][C:7]=2[N+:21]([O-])=O)[CH:5]=[CH:4][N:3]=[CH:2]1.[H][H], predict the reaction product. The product is: [C:18]([N:15]1[CH2:14][CH2:13][N:12]([C:10]2[CH:9]=[CH:8][C:7]([NH2:21])=[C:6]([N:1]3[CH:5]=[CH:4][N:3]=[CH:2]3)[CH:11]=2)[CH2:17][CH2:16]1)(=[O:20])[CH3:19]. (2) Given the reactants Cl[S:2]([C:5]1[C:6]([CH3:13])=[C:7]([C:10]([OH:12])=O)[S:8][CH:9]=1)(=[O:4])=[O:3].[I:14][C:15]1[CH:21]=[CH:20][C:18]([NH2:19])=[CH:17][CH:16]=1.[C:22]([O:31]C)(=[O:30])[C:23]1[C:24](=[CH:26][CH:27]=[CH:28][CH:29]=1)[NH2:25], predict the reaction product. The product is: [I:14][C:15]1[CH:21]=[CH:20][C:18]([NH:19][S:2]([C:5]2[C:6]([CH3:13])=[C:7]([C:10]([NH:25][C:24]3[CH:26]=[CH:27][CH:28]=[CH:29][C:23]=3[C:22]([OH:31])=[O:30])=[O:12])[S:8][CH:9]=2)(=[O:3])=[O:4])=[CH:17][CH:16]=1.